The task is: Predict the reaction yield, written as a fraction of the theoretical maximum amount of product (1.0 means a 100% yield; for example, 0.34 means a 34% yield).. This data is from Reaction yield outcomes from USPTO patents with 853,638 reactions. (1) The reactants are [H-].[Al+3].[Li+].[H-].[H-].[H-].[Br:7][C:8]1[CH:13]=[CH:12][C:11]([NH:14][CH:15]([C:18]2[CH:23]=[CH:22][C:21]([Cl:24])=[CH:20][CH:19]=2)[C:16]#[N:17])=[CH:10][CH:9]=1.Cl. The catalyst is C1COCC1. The product is [Br:7][C:8]1[CH:13]=[CH:12][C:11]([NH:14][CH:15]([C:18]2[CH:19]=[CH:20][C:21]([Cl:24])=[CH:22][CH:23]=2)[CH2:16][NH2:17])=[CH:10][CH:9]=1. The yield is 0.490. (2) The reactants are [NH2:1][CH:2]([C:22]1[CH:27]=[CH:26][C:25]([F:28])=[CH:24][CH:23]=1)[C:3]([N:5]([CH2:7][C:8]1[C:17]2[C:12](=[CH:13][CH:14]=[CH:15][CH:16]=2)[CH:11]=[C:10]([C:18]#[N:19])[C:9]=1[O:20][CH3:21])[CH3:6])=[O:4].Br[CH2:30][C:31]([O:33][CH3:34])=[O:32].C(N(CC)CC)C. The catalyst is C1COCC1. The product is [C:18]([C:10]1[C:9]([O:20][CH3:21])=[C:8]([CH2:7][N:5]([CH3:6])[C:3](=[O:4])[CH:2]([NH:1][CH2:30][C:31]([O:33][CH3:34])=[O:32])[C:22]2[CH:23]=[CH:24][C:25]([F:28])=[CH:26][CH:27]=2)[C:17]2[C:12]([CH:11]=1)=[CH:13][CH:14]=[CH:15][CH:16]=2)#[N:19]. The yield is 0.580. (3) The reactants are [CH:1]1([N:5]2[CH2:10][CH2:9][N:8]([C:11]([C:13]3[CH:14]=[C:15]4[C:19](=[CH:20][CH:21]=3)[NH:18][C:17]([C:22]([N:24]3[CH2:29][CH2:28][C:27]([F:31])([F:30])[CH2:26][CH2:25]3)=[O:23])=[CH:16]4)=[O:12])[CH2:7][CH2:6]2)[CH2:4][CH2:3][CH2:2]1.[Cl:32][C:33]1[CH:38]=[CH:37][C:36](B(O)O)=[CH:35][N:34]=1.N1C=CC=CC=1. The catalyst is ClCCl.C([O-])(=O)C.[Cu+2].C([O-])(=O)C. The product is [Cl:32][C:33]1[N:34]=[CH:35][C:36]([N:18]2[C:19]3[C:15](=[CH:14][C:13]([C:11]([N:8]4[CH2:7][CH2:6][N:5]([CH:1]5[CH2:2][CH2:3][CH2:4]5)[CH2:10][CH2:9]4)=[O:12])=[CH:21][CH:20]=3)[CH:16]=[C:17]2[C:22]([N:24]2[CH2:25][CH2:26][C:27]([F:30])([F:31])[CH2:28][CH2:29]2)=[O:23])=[CH:37][CH:38]=1. The yield is 0.260.